The task is: Predict the reactants needed to synthesize the given product.. This data is from Full USPTO retrosynthesis dataset with 1.9M reactions from patents (1976-2016). (1) Given the product [CH3:13][C:14]1([CH3:30])[C:18]([CH3:20])([CH3:19])[O:17][B:16]([C:2]2[CH:7]=[CH:6][CH:5]=[CH:4][C:3]=2[CH2:8][CH2:9][C:10]([OH:12])=[O:11])[O:15]1, predict the reactants needed to synthesize it. The reactants are: Br[C:2]1[CH:7]=[CH:6][CH:5]=[CH:4][C:3]=1[CH2:8][CH2:9][C:10]([OH:12])=[O:11].[CH3:13][C:14]1([CH3:30])[C:18]([CH3:20])([CH3:19])[O:17][B:16]([B:16]2[O:17][C:18]([CH3:20])([CH3:19])[C:14]([CH3:30])([CH3:13])[O:15]2)[O:15]1.C([O-])(=O)C.[K+]. (2) Given the product [OH:17][CH2:16][C:15]1[CH:20]=[CH:21][C:12]([S:9]([N:8]([C@@H:4]([CH2:5][CH:6]=[CH2:7])[CH2:3][OH:2])[CH2:22][CH2:23][CH2:24][CH2:25][CH3:26])(=[O:11])=[O:10])=[CH:13][CH:14]=1, predict the reactants needed to synthesize it. The reactants are: C[O:2][C:3](=O)[C@@H:4]([N:8]([CH2:22][CH2:23][CH2:24][CH2:25][CH3:26])[S:9]([C:12]1[CH:21]=[CH:20][C:15]([C:16](OC)=[O:17])=[CH:14][CH:13]=1)(=[O:11])=[O:10])[CH2:5][CH:6]=[CH2:7].[H-].[Al+3].[Li+].[H-].[H-].[H-].O.[OH-].[Na+]. (3) Given the product [OH:11][C:9]1[CH:8]=[CH:7][C:3]2[C:4](=[O:6])[O:5][C:26]([CH3:28])([CH3:25])[O:1][C:2]=2[CH:10]=1, predict the reactants needed to synthesize it. The reactants are: [OH:1][C:2]1[CH:10]=[C:9]([OH:11])[CH:8]=[CH:7][C:3]=1[C:4]([OH:6])=[O:5].FC(F)(F)C(OC(=O)C(F)(F)F)=O.[CH3:25][C:26]([CH3:28])=O. (4) Given the product [CH3:33][CH:34]([CH3:66])[C@H:35]([N:40]1[CH2:48][C:47]2[C:42](=[CH:43][CH:44]=[C:45]([C:49]3[CH:54]=[CH:53][C:52]([NH:55][C:56](=[O:64])[C:57]4[CH:58]=[CH:59][C:60]([CH3:63])=[CH:61][CH:62]=4)=[CH:51][CH:50]=3)[CH:46]=2)[C:41]1=[O:65])[C:36]([OH:38])=[O:37], predict the reactants needed to synthesize it. The reactants are: C(NC1C=CC(C2C=C3C(=CC=2)C(=O)N([C@@H](C(C)C)C(O)=O)C3)=CC=1)(=O)C1C=CC=CC=1.[CH3:33][CH:34]([CH3:66])[C@H:35]([N:40]1[CH2:48][C:47]2[C:42](=[CH:43][CH:44]=[C:45]([C:49]3[CH:54]=[CH:53][C:52]([NH:55][C:56](=[O:64])[C:57]4[CH:62]=[CH:61][C:60]([CH3:63])=[CH:59][CH:58]=4)=[CH:51][CH:50]=3)[CH:46]=2)[C:41]1=[O:65])[C:36]([O:38]C)=[O:37]. (5) Given the product [C:1]([O:5][C:6]([NH:8][CH2:9][C@H:10]1[CH2:15][CH2:14][C@H:13]([C:16]([NH:18][C@H:19]([C:39]([NH:42][C:43]2[CH:44]=[CH:45][C:46]([C:49]3[N:53]=[C:52]([C:54]([F:62])([F:61])[C:55]([F:60])([F:59])[C:56]([OH:58])=[O:57])[NH:51][N:50]=3)=[CH:47][CH:48]=2)=[O:41])[CH2:20][C:21]2[CH:26]=[CH:25][CH:24]=[C:23]([C:27]3[CH:28]=[N:29][C:30]([N:33]4[CH2:34][CH2:35][O:36][CH2:37][CH2:38]4)=[N:31][CH:32]=3)[CH:22]=2)=[O:17])[CH2:12][CH2:11]1)=[O:7])([CH3:2])([CH3:3])[CH3:4], predict the reactants needed to synthesize it. The reactants are: [C:1]([O:5][C:6]([NH:8][CH2:9][C@H:10]1[CH2:15][CH2:14][C@H:13]([C:16]([NH:18][C@H:19]([C:39]([OH:41])=O)[CH2:20][C:21]2[CH:26]=[CH:25][CH:24]=[C:23]([C:27]3[CH:28]=[N:29][C:30]([N:33]4[CH2:38][CH2:37][O:36][CH2:35][CH2:34]4)=[N:31][CH:32]=3)[CH:22]=2)=[O:17])[CH2:12][CH2:11]1)=[O:7])([CH3:4])([CH3:3])[CH3:2].[NH2:42][C:43]1[CH:48]=[CH:47][C:46]([C:49]2[N:53]=[C:52]([C:54]([F:62])([F:61])[C:55]([F:60])([F:59])[C:56]([OH:58])=[O:57])[NH:51][N:50]=2)=[CH:45][CH:44]=1.C(N(CC)C(C)C)(C)C.C(P1(=O)OP(=O)(CCC)OP(=O)(CCC)O1)CC. (6) Given the product [F:1][C:2]1[CH:7]=[CH:6][C:5]([NH:8][C:9]([N:11]2[CH2:12][CH2:13][CH2:14][CH2:15]2)=[O:10])=[CH:4][C:3]=1[C:16]1[N:17]=[C:18]2[N:23]=[CH:22][C:21]([N:24]3[C:25](=[O:26])[NH:27][N:28]=[CH:30]3)=[CH:20][N:19]2[CH:29]=1, predict the reactants needed to synthesize it. The reactants are: [F:1][C:2]1[CH:7]=[CH:6][C:5]([NH:8][C:9]([N:11]2[CH2:15][CH2:14][CH2:13][CH2:12]2)=[O:10])=[CH:4][C:3]=1[C:16]1[N:17]=[C:18]2[N:23]=[CH:22][C:21]([NH:24][C:25]([NH:27][NH2:28])=[O:26])=[CH:20][N:19]2[CH:29]=1.[C:30](O)(=O)C.C(N)=N.C(O)(=O)C. (7) Given the product [F:16][C:15]([F:18])([F:17])[C:10]1[CH:11]=[CH:12][CH:13]=[CH:14][C:9]=1[C:5]1[CH:4]=[C:3]([CH:8]=[CH:7][CH:6]=1)[CH:1]=[C:23]1[S:19][C:20](=[O:25])[NH:21][C:22]1=[O:24], predict the reactants needed to synthesize it. The reactants are: [CH:1]([C:3]1[CH:4]=[C:5]([C:9]2[CH:14]=[CH:13][CH:12]=[CH:11][C:10]=2[C:15]([F:18])([F:17])[F:16])[CH:6]=[CH:7][CH:8]=1)=O.[S:19]1[CH2:23][C:22](=[O:24])[NH:21][C:20]1=[O:25].N1CCCCC1.C(O)(=O)C1C=CC=CC=1. (8) Given the product [CH3:14][C:13]1[C:5]([CH2:1][CH2:2][CH3:3])=[N:6][CH:7]=[C:8]([CH:12]=1)[C:9]([OH:11])=[O:10], predict the reactants needed to synthesize it. The reactants are: [CH2:1]([C:5]1[C:13]([CH3:14])=[CH:12][C:8]([C:9]([OH:11])=[O:10])=[CH:7][N:6]=1)[CH:2](C)[CH3:3].C(OC(=O)C1C=C(C)C(Cl)=NC=1)C.C(/B(O)O)=C\C. (9) Given the product [Cl:9][C:4]1[N:5]=[C:6]([Cl:8])[N:7]=[C:2]([NH:10][CH2:11][C:12]2[CH:17]=[CH:16][N:15]=[CH:14][CH:13]=2)[N:3]=1, predict the reactants needed to synthesize it. The reactants are: Cl[C:2]1[N:7]=[C:6]([Cl:8])[N:5]=[C:4]([Cl:9])[N:3]=1.[NH2:10][CH2:11][C:12]1[CH:17]=[CH:16][N:15]=[CH:14][CH:13]=1. (10) Given the product [Cl:1][C:2]1[CH:7]=[C:6]([C:8]([N:14]2[CH2:13][CH2:12][N:11]([C:17]3[CH:24]=[CH:23][C:20]([C:21]#[N:22])=[C:19]([C:25]([F:27])([F:26])[F:28])[CH:18]=3)[CH2:16][CH2:15]2)=[O:9])[CH:5]=[CH:4][N:3]=1, predict the reactants needed to synthesize it. The reactants are: [Cl:1][C:2]1[CH:7]=[C:6]([C:8](Cl)=[O:9])[CH:5]=[CH:4][N:3]=1.[N:11]1([C:17]2[CH:24]=[CH:23][C:20]([C:21]#[N:22])=[C:19]([C:25]([F:28])([F:27])[F:26])[CH:18]=2)[CH2:16][CH2:15][NH:14][CH2:13][CH2:12]1.CCOC(C)=O.O.